From a dataset of Catalyst prediction with 721,799 reactions and 888 catalyst types from USPTO. Predict which catalyst facilitates the given reaction. Reactant: [CH3:1][O:2][C:3](=[O:25])[C:4](O)([C:20]([F:23])([F:22])[F:21])[C:5]1[C:9](=[O:10])[N:8]([C:11]2[CH:16]=[CH:15][C:14]([C:17]#[N:18])=[CH:13][CH:12]=2)[NH:7][C:6]=1[CH3:19].S(Cl)(Cl)=O. Product: [CH3:1][O:2][C:3](=[O:25])[C:4](=[C:5]1[C:9](=[O:10])[N:8]([C:11]2[CH:12]=[CH:13][C:14]([C:17]#[N:18])=[CH:15][CH:16]=2)[N:7]=[C:6]1[CH3:19])[C:20]([F:23])([F:21])[F:22]. The catalyst class is: 11.